From a dataset of Forward reaction prediction with 1.9M reactions from USPTO patents (1976-2016). Predict the product of the given reaction. (1) The product is: [C:25]([O:29][C:30]([C:32]1([CH2:40][NH:41][C:3]([C:5]2[N:6]=[C:7]([C:23]#[N:24])[C:8]3[C:13]([C:14]=2[OH:15])=[CH:12][CH:11]=[C:10]([O:16][C:17]2[CH:22]=[CH:21][CH:20]=[CH:19][CH:18]=2)[CH:9]=3)=[O:4])[CH2:33][CH2:34][S:35](=[O:38])(=[O:39])[CH2:36][CH2:37]1)=[O:31])([CH3:28])([CH3:27])[CH3:26]. Given the reactants CO[C:3]([C:5]1[N:6]=[C:7]([C:23]#[N:24])[C:8]2[C:13]([C:14]=1[OH:15])=[CH:12][CH:11]=[C:10]([O:16][C:17]1[CH:22]=[CH:21][CH:20]=[CH:19][CH:18]=1)[CH:9]=2)=[O:4].[C:25]([O:29][C:30]([C:32]1([CH2:40][NH2:41])[CH2:37][CH2:36][S:35](=[O:39])(=[O:38])[CH2:34][CH2:33]1)=[O:31])([CH3:28])([CH3:27])[CH3:26], predict the reaction product. (2) Given the reactants [C:1]([O:5][C:6]([N:8]1[CH2:16][C:15]2[C:10](=[CH:11][CH:12]=[C:13]([C:17](O)=[O:18])[CH:14]=2)[C@@H:9]1[CH2:20][CH3:21])=[O:7])([CH3:4])([CH3:3])[CH3:2].[NH2:22][C@H:23]([C:29]1[CH:34]=[CH:33][C:32]([S:35]([CH2:38][CH3:39])(=[O:37])=[O:36])=[CH:31][CH:30]=1)[CH2:24][C:25]([O:27][CH3:28])=[O:26].CN(C(ON1N=NC2C=CC=NC1=2)=[N+](C)C)C.F[P-](F)(F)(F)(F)F.CCN(C(C)C)C(C)C, predict the reaction product. The product is: [CH2:20]([C@H:9]1[C:10]2[C:15](=[CH:14][C:13]([C:17](=[O:18])[NH:22][C@H:23]([C:29]3[CH:34]=[CH:33][C:32]([S:35]([CH2:38][CH3:39])(=[O:37])=[O:36])=[CH:31][CH:30]=3)[CH2:24][C:25]([O:27][CH3:28])=[O:26])=[CH:12][CH:11]=2)[CH2:16][N:8]1[C:6]([O:5][C:1]([CH3:2])([CH3:4])[CH3:3])=[O:7])[CH3:21]. (3) Given the reactants [F:1][C:2]([F:40])([F:39])[C:3]1[CH:4]=[C:5]([CH2:13][O:14][CH:15]2[CH2:21][CH2:20][CH:19]3[N:22]([CH2:23][CH:24]=[CH2:25])[C:16]2([C:33]2[CH:38]=[CH:37][CH:36]=[CH:35][CH:34]=2)[CH2:17][CH:18]3[C:26]([O:28]C(C)(C)C)=O)[CH:6]=[C:7]([C:9]([F:12])([F:11])[F:10])[CH:8]=1.F[C:42](F)(F)[C:43](O)=O.[C:48]([NH:51][NH2:52])(=[O:50])[CH3:49].[CH2:53](N(CC)CC)[CH3:54].Cl.CN(C)CCCN=C=NCC, predict the reaction product. The product is: [C:48]([NH:51][NH:52][C:26]([C@@H:18]1[CH2:17][C@:16]2([C:33]3[CH:38]=[CH:37][CH:36]=[CH:35][CH:34]=3)[N:22]([CH2:23][C:24]3[CH:25]=[CH:43][CH:42]=[CH:54][CH:53]=3)[C@H:19]1[CH2:20][CH2:21][C@H:15]2[O:14][CH2:13][C:5]1[CH:4]=[C:3]([C:2]([F:1])([F:40])[F:39])[CH:8]=[C:7]([C:9]([F:11])([F:12])[F:10])[CH:6]=1)=[O:28])(=[O:50])[CH3:49]. (4) Given the reactants [OH-].[Na+].[C:3]1([OH:9])[CH:8]=[CH:7][CH:6]=[CH:5][CH:4]=1.[CH2:10]1[O:12][C@H:11]1[CH2:13]Cl, predict the reaction product. The product is: [O:9]([CH2:13][C@@H:11]1[CH2:10][O:12]1)[C:3]1[CH:8]=[CH:7][CH:6]=[CH:5][CH:4]=1. (5) Given the reactants Cl[C:2]1[C:11]2=[N:12][N:13](CC3C=CC(OC)=CC=3)[CH:14]=[C:10]2[C:9]2[CH:8]=[C:7]([O:24][CH3:25])[CH:6]=[CH:5][C:4]=2[N:3]=1.[CH3:26][N:27]1[CH2:36][CH2:35][C:34]2[N:33]=[CH:32][C:31]([NH2:37])=[CH:30][C:29]=2[CH2:28]1.Cl, predict the reaction product. The product is: [CH3:25][O:24][C:7]1[CH:6]=[CH:5][C:4]2[N:3]=[C:2]([NH:37][C:31]3[CH:32]=[N:33][C:34]4[CH2:35][CH2:36][N:27]([CH3:26])[CH2:28][C:29]=4[CH:30]=3)[C:11]3=[N:12][NH:13][CH:14]=[C:10]3[C:9]=2[CH:8]=1. (6) Given the reactants [Br:1]N1C(=O)CCC1=O.[Cl:9][C:10]1[C:15]2[CH2:16][O:17][C@@H:18]3[C@H:22]([C:14]=2[CH:13]=[CH:12][CH:11]=1)[CH2:21][NH:20][CH2:19]3, predict the reaction product. The product is: [Br:1][C:13]1[C:14]2[C@H:22]3[C@H:18]([CH2:19][NH:20][CH2:21]3)[O:17][CH2:16][C:15]=2[C:10]([Cl:9])=[CH:11][CH:12]=1. (7) Given the reactants [CH:1]([C:3]1[CH:8]=[CH:7][C:6]([C:9]#[C:10][C:11]2[CH:36]=[CH:35][C:14]([C:15]([N:17]([CH3:34])[C@:18]([CH3:33])([C:23]([NH:25][O:26][CH:27]3[CH2:32][CH2:31][CH2:30][CH2:29][O:28]3)=[O:24])[C:19]([NH:21][CH3:22])=[O:20])=[O:16])=[CH:13][CH:12]=2)=[CH:5][CH:4]=1)=O.[CH3:37][C:38]1([CH2:42][NH2:43])[CH2:41][O:40][CH2:39]1, predict the reaction product. The product is: [CH3:22][NH:21][C:19](=[O:20])[C@:18]([CH3:33])([N:17]([CH3:34])[C:15](=[O:16])[C:14]1[CH:35]=[CH:36][C:11]([C:10]#[C:9][C:6]2[CH:7]=[CH:8][C:3]([CH2:1][NH:43][CH2:42][C:38]3([CH3:37])[CH2:41][O:40][CH2:39]3)=[CH:4][CH:5]=2)=[CH:12][CH:13]=1)[C:23]([NH:25][O:26][CH:27]1[CH2:32][CH2:31][CH2:30][CH2:29][O:28]1)=[O:24]. (8) Given the reactants [OH2:1].[NH2:2][NH2:3].[C:4]([C:6]1[C:11](=O)[N:10]([C:13]2[CH:18]=[CH:17][C:16]([CH3:19])=[CH:15][CH:14]=2)[C:9]([C:20]2[CH:25]=[CH:24][C:23]([S:26][CH3:27])=[CH:22][CH:21]=2)=[N:8][C:7]=1SC)#[N:5].C(=O)([O-])[O-].[K+].[K+], predict the reaction product. The product is: [NH2:5][C:4]1[C:6]2[C:11](=[O:1])[N:10]([C:13]3[CH:14]=[CH:15][C:16]([CH3:19])=[CH:17][CH:18]=3)[C:9]([C:20]3[CH:21]=[CH:22][C:23]([S:26][CH3:27])=[CH:24][CH:25]=3)=[N:8][C:7]=2[NH:3][N:2]=1. (9) Given the reactants [NH2:1][C:2]1[N:7]([CH2:8][CH:9]([CH3:11])[CH3:10])[C:6](=[S:12])[NH:5][C:4](=[O:13])[CH:3]=1.[N:14]([O-])=[O:15].[Na+].O, predict the reaction product. The product is: [NH2:1][C:2]1[N:7]([CH2:8][CH:9]([CH3:11])[CH3:10])[C:6](=[S:12])[NH:5][C:4](=[O:13])[C:3]=1[N:14]=[O:15].